From a dataset of Full USPTO retrosynthesis dataset with 1.9M reactions from patents (1976-2016). Predict the reactants needed to synthesize the given product. (1) Given the product [F:1][C:2]1[CH:7]=[CH:6][C:5]([F:8])=[CH:4][C:3]=1[C@H:9]1[CH2:13][CH2:12][CH2:11][N:10]1[C:14]1[CH:19]=[CH:18][N:17]2[N:20]=[CH:21][C:22](/[CH:23]=[CH:24]/[C:25]([N:65]3[CH2:66][CH2:67][C:62]([OH:68])([CH3:61])[CH2:63][CH2:64]3)=[O:26])=[C:16]2[N:15]=1, predict the reactants needed to synthesize it. The reactants are: [F:1][C:2]1[CH:7]=[CH:6][C:5]([F:8])=[CH:4][C:3]=1[C@H:9]1[CH2:13][CH2:12][CH2:11][N:10]1[C:14]1[CH:19]=[CH:18][N:17]2[N:20]=[CH:21][C:22](/[CH:23]=[CH:24]/[C:25](O)=[O:26])=[C:16]2[N:15]=1.CN(C(ON1N=NC2C=CC=NC1=2)=[N+](C)C)C.F[P-](F)(F)(F)(F)F.CCN(C(C)C)C(C)C.[CH3:61][C:62]1([OH:68])[CH2:67][CH2:66][NH:65][CH2:64][CH2:63]1. (2) Given the product [CH3:43][O:42][C:39]1[CH:40]=[CH:41][C:36]([C:34]([CH3:35])=[CH:33][N:5]2[C:6]3[C:11](=[CH:10][C:9]([CH3:15])=[CH:8][CH:7]=3)[C:12]3[CH2:13][CH2:14][N:2]([CH3:1])[CH2:3][C:4]2=3)=[CH:37][CH:38]=1, predict the reactants needed to synthesize it. The reactants are: [CH3:1][N:2]1[CH2:14][CH2:13][C:12]2[C:11]3[C:6](=[CH:7][CH:8]=[C:9]([CH3:15])[CH:10]=3)[NH:5][C:4]=2[CH2:3]1.N1CCC[C@H]1C(O)=O.[O-]P([O-])([O-])=O.[K+].[K+].[K+].Br[CH:33]=[C:34]([C:36]1[CH:41]=[CH:40][C:39]([O:42][CH3:43])=[CH:38][CH:37]=1)[CH3:35]. (3) The reactants are: [N:1]1[C:10]2[C:5](=[C:6]([CH:11](O)[CH3:12])[CH:7]=[CH:8][CH:9]=2)[CH:4]=[CH:3][CH:2]=1.S(Cl)([Cl:16])=O. Given the product [Cl:16][CH:11]([C:6]1[CH:7]=[CH:8][CH:9]=[C:10]2[C:5]=1[CH:4]=[CH:3][CH:2]=[N:1]2)[CH3:12], predict the reactants needed to synthesize it.